Task: Regression. Given a peptide amino acid sequence and an MHC pseudo amino acid sequence, predict their binding affinity value. This is MHC class I binding data.. Dataset: Peptide-MHC class I binding affinity with 185,985 pairs from IEDB/IMGT (1) The peptide sequence is TLTNTSIINH. The MHC is HLA-A11:01 with pseudo-sequence HLA-A11:01. The binding affinity (normalized) is 0.109. (2) The peptide sequence is QRKRRWRRRW. The MHC is Mamu-B08 with pseudo-sequence Mamu-B08. The binding affinity (normalized) is 0.177. (3) The binding affinity (normalized) is 0. The peptide sequence is GEEVQVIAV. The MHC is H-2-Kb with pseudo-sequence H-2-Kb. (4) The peptide sequence is HLPGFGTAF. The binding affinity (normalized) is 0.0847. The MHC is HLA-A02:11 with pseudo-sequence HLA-A02:11. (5) The peptide sequence is FPREGVFVF. The MHC is Patr-B1301 with pseudo-sequence Patr-B1301. The binding affinity (normalized) is 1.00. (6) The peptide sequence is ARWLASTPL. The MHC is HLA-A30:01 with pseudo-sequence HLA-A30:01. The binding affinity (normalized) is 0.0847. (7) The peptide sequence is LENAQPGLL. The MHC is HLA-B45:01 with pseudo-sequence HLA-B45:01. The binding affinity (normalized) is 0.00366. (8) The peptide sequence is NFWLNTLLF. The binding affinity (normalized) is 0.0847. The MHC is HLA-A26:01 with pseudo-sequence HLA-A26:01. (9) The peptide sequence is IAMESIVIW. The MHC is HLA-B58:01 with pseudo-sequence HLA-B58:01. The binding affinity (normalized) is 1.00.